Dataset: Experimentally validated miRNA-target interactions with 360,000+ pairs, plus equal number of negative samples. Task: Binary Classification. Given a miRNA mature sequence and a target amino acid sequence, predict their likelihood of interaction. (1) The miRNA is hsa-miR-374c-3p with sequence CACUUAGCAGGUUGUAUUAUAU. The protein sequence of the target gene is MASPGIEVELLGKGHSDLGEVAPEIKASERRTAVAIADLEWREMEGDDCEFRYGDGTNEAQDNDFPTVERSRLQEMLSLLGLETYQVQKLSLQDSLQISFDSMKNWAPQVPKDLPWNFLRKLQALNADARNTTMVLDVLPDARPVEKESQMEEEIIYWDPADDLAADIYSFSELPTPDTPVNPLDLLCALLLSSDSFLQQEIALKMALCQFALPLVLPDSENHYHTFLLWAMRGIVRTWWSQPPRGMGSFREDSVVLSRAPAFAFVRMDVSSNSKSQLLNAVLSPGHRQWDCFWHRDLNL.... Result: 0 (no interaction). (2) The miRNA is hsa-miR-8070 with sequence AUGUGAUUGACGGCUGACUCCA. The protein sequence of the target gene is MIPVTELRYFADTQPAYRILKPWWDVFTDYISIVMLMIAVFGGTLQVTQDKMICLPCKWVTKDSCNDSFRGWAASSPEPTYPNSTVLPTPDTGPTGIKYDLDRHQYNYVDAVCYENRLHWFAKYFPYLVLLHTLIFLACSNFWFKFPRTSSKLEHFVSILLKCFDSPWTTRALSETVVEESDPKPAFSKMNGSMDKKSSTVSEDVEATVPMLQRTKSRIEQGIVDRSETGVLDKKEGEQAKALFEKVKKFRTHVEEGDIVYRLYMRQTIIKVIKFALIICYTVYYVHNIKFDVDCTVDIE.... Result: 0 (no interaction). (3) The miRNA is hsa-miR-6744-5p with sequence UGGAUGACAGUGGAGGCCU. The protein sequence of the target gene is MMLIPTHHFRDIERKPEYLQPEKCAPPPFPGPAGAMWFIRDGCGIACAIVTWFLVLYAEFVVLFVMLVPSRDYAYSIINGIVFNLLAFLALASHCRAMLTDPGAVPKGNATKEFIESLQLKPGQVVYKCPKCCSIKPDRAHHCSVCKRCIRKMDHHCPWVNNCVGENNQKYFVLFTMYIALISLHALIMVGFHFLHCFEEDWTKCSSFSPPTTVILLILLCFEALLFLIFTSVMFGTQVHSICTDETGIEQLKKEERRWAKKTKWMNMKAVFGHPFSLGWASPFATPDQGKADPYQYVV. Result: 0 (no interaction). (4) The miRNA is hsa-miR-1298-5p with sequence UUCAUUCGGCUGUCCAGAUGUA. The protein sequence of the target gene is MVPSREALLGPGTTAIRCPKKLQNQNYKGHGLSKGKEREQRASIRFKTTLMNTLMDVLRHRPGWVEVKDEGEWDFYWCDVSWLRENFDHTYMDEHVRISHFRNHYELTRKNYMVKNLKRFRKQLEREAGKLEAAKCDFFPKTFEMPCEYHLFVEEFRKNPGITWIMKPVARSQGKGIFLFRRLKDIVDWRKDTRSSDDQKDDIPVENYVAQRYIENPYLIGGRKFDLRVYVLVMSVFAECLLWSGHRRQDVHLTNVAVQKTSPDYHPKKGCKWTLQRFRQYLASKHGPEAVETLFRDIDN.... Result: 0 (no interaction).